Dataset: Catalyst prediction with 721,799 reactions and 888 catalyst types from USPTO. Task: Predict which catalyst facilitates the given reaction. Reactant: [CH3:1][O:2][C:3]1[C:12]2[N:11]=[C:10]([NH2:13])[N:9]3[CH2:14][CH2:15][N:16]=[C:8]3[C:7]=2[CH:6]=[CH:5][C:4]=1[O:17][CH2:18][CH2:19][CH2:20][N:21]1[CH2:26][CH2:25][O:24][CH2:23][CH2:22]1.[C:27](O)(=[O:34])[C:28]1[CH:33]=[CH:32][CH:31]=[N:30][CH:29]=1.C1CN([P+](ON2N=NC3C=CC=CC2=3)(N2CCCC2)N2CCCC2)CC1.F[P-](F)(F)(F)(F)F.C(N(C(C)C)CC)(C)C. Product: [CH3:1][O:2][C:3]1[C:12]2[N:11]=[C:10]([NH:13][C:27](=[O:34])[C:28]3[CH:33]=[CH:32][CH:31]=[N:30][CH:29]=3)[N:9]3[CH2:14][CH2:15][N:16]=[C:8]3[C:7]=2[CH:6]=[CH:5][C:4]=1[O:17][CH2:18][CH2:19][CH2:20][N:21]1[CH2:22][CH2:23][O:24][CH2:25][CH2:26]1. The catalyst class is: 31.